This data is from Reaction yield outcomes from USPTO patents with 853,638 reactions. The task is: Predict the reaction yield, written as a fraction of the theoretical maximum amount of product (1.0 means a 100% yield; for example, 0.34 means a 34% yield). (1) The reactants are [Cl:1][C:2]1[N:7]=[C:6](Cl)[C:5]([CH3:9])=[CH:4][N:3]=1.[OH:10][C:11]1[CH:37]=[CH:36][CH:35]=[CH:34][C:12]=1[CH2:13][NH:14][C:15]([NH:17][C:18]1[N:22]([C:23]2[CH:28]=[CH:27][C:26]([CH3:29])=[CH:25][CH:24]=2)[N:21]=[C:20]([C:30]([CH3:33])([CH3:32])[CH3:31])[CH:19]=1)=[O:16].[OH-].[Na+].[Cl-].[NH4+]. The product is [Cl:1][C:2]1[N:7]=[C:6]([O:10][C:11]2[CH:37]=[CH:36][CH:35]=[CH:34][C:12]=2[CH2:13][NH:14][C:15]([NH:17][C:18]2[N:22]([C:23]3[CH:28]=[CH:27][C:26]([CH3:29])=[CH:25][CH:24]=3)[N:21]=[C:20]([C:30]([CH3:32])([CH3:33])[CH3:31])[CH:19]=2)=[O:16])[C:5]([CH3:9])=[CH:4][N:3]=1. The yield is 0.670. The catalyst is CC(C)=O. (2) The reactants are [NH2:1][C:2]1[CH:3]=[C:4]2[C:9](=[CH:10][CH:11]=1)[O:8][C:7]([CH3:13])([CH3:12])[CH:6]=[CH:5]2.[CH2:14](O)[CH2:15][CH2:16]O.C(P(CCCC)CCCC)CCC. The catalyst is COCCOC.[Ru](Cl)(Cl)Cl. The product is [CH3:12][C:7]1([CH3:13])[O:8][C:9]2=[CH:10][C:11]3[CH:14]=[CH:15][CH:16]=[N:1][C:2]=3[CH:3]=[C:4]2[CH:5]=[CH:6]1. The yield is 0.590.